Dataset: Forward reaction prediction with 1.9M reactions from USPTO patents (1976-2016). Task: Predict the product of the given reaction. (1) The product is: [F:25][C:17]([F:26])([C:18]([F:23])([F:24])[C:19]([F:20])([F:21])[F:22])[CH2:16][CH2:15][C:4]([CH2:3][C:2]([F:13])([F:1])[C:9]([F:10])([F:11])[F:12])([C:7]#[N:8])[C:5]#[N:6]. Given the reactants [F:1][C:2]([F:13])([C:9]([F:12])([F:11])[F:10])[CH2:3][CH:4]([C:7]#[N:8])[C:5]#[N:6].I[CH2:15][CH2:16][C:17]([F:26])([F:25])[C:18]([F:24])([F:23])[C:19]([F:22])([F:21])[F:20].C(=O)([O-])[O-].[K+].[K+].Cl, predict the reaction product. (2) Given the reactants [Cl:1][C:2]([Cl:9])([Cl:8])[CH2:3][O:4][C:5](Cl)=[O:6].[C:10]([C:14]1[CH:15]=[C:16]([NH2:35])[N:17]([C:19]2[CH:24]=[CH:23][CH:22]=[C:21]([O:25][CH2:26][CH2:27][O:28][CH:29]3[CH2:34][CH2:33][CH2:32][CH2:31][O:30]3)[CH:20]=2)[N:18]=1)([CH3:13])([CH3:12])[CH3:11], predict the reaction product. The product is: [Cl:1][C:2]([Cl:9])([Cl:8])[CH2:3][O:4][C:5](=[O:6])[NH:35][C:16]1[N:17]([C:19]2[CH:24]=[CH:23][CH:22]=[C:21]([O:25][CH2:26][CH2:27][O:28][CH:29]3[CH2:34][CH2:33][CH2:32][CH2:31][O:30]3)[CH:20]=2)[N:18]=[C:14]([C:10]([CH3:13])([CH3:12])[CH3:11])[CH:15]=1. (3) Given the reactants [CH3:1][S:2]([OH:5])(=[O:4])=[O:3].[Br:6][C:7]1[CH:25]=[N:24][C:10]2[N:11]=[C:12]([N:18]3[CH2:21][CH:20]([NH:22][CH3:23])[CH2:19]3)[C:13]3[N:14]([CH:15]=[N:16][N:17]=3)[C:9]=2[CH:8]=1, predict the reaction product. The product is: [CH3:1][S:2]([OH:5])(=[O:4])=[O:3].[Br:6][C:7]1[CH:25]=[N:24][C:10]2[N:11]=[C:12]([N:18]3[CH2:21][CH:20]([NH:22][CH3:23])[CH2:19]3)[C:13]3[N:14]([CH:15]=[N:16][N:17]=3)[C:9]=2[CH:8]=1. (4) Given the reactants [Cl:1][C:2]([Cl:35])([Cl:34])[CH2:3][O:4][C:5](=[O:33])[NH:6][C:7]1[CH:12]=[CH:11][C:10]([O:13][C:14]2[CH:19]=[CH:18][C:17]([C:20](=[O:29])[NH:21][C:22]3[CH:27]=[CH:26][C:25]([Br:28])=[CH:24][CH:23]=3)=[CH:16][C:15]=2[N+:30]([O-])=O)=[CH:9][CH:8]=1.[Cl-].[NH4+].O1CCCC1.O, predict the reaction product. The product is: [Cl:35][C:2]([Cl:1])([Cl:34])[CH2:3][O:4][C:5](=[O:33])[NH:6][C:7]1[CH:8]=[CH:9][C:10]([O:13][C:14]2[CH:19]=[CH:18][C:17]([C:20](=[O:29])[NH:21][C:22]3[CH:27]=[CH:26][C:25]([Br:28])=[CH:24][CH:23]=3)=[CH:16][C:15]=2[NH2:30])=[CH:11][CH:12]=1. (5) Given the reactants [CH3:1][N:2]1[CH2:10][C:9]2[C:8]([N:11]3[CH2:16][CH2:15][O:14][CH2:13][C@@H:12]3[CH3:17])=[N:7][C:6]([C:18]3[CH:23]=[CH:22][C:21]([NH:24][C:25](=O)[O:26]C4C=CC=CC=4)=[CH:20][CH:19]=3)=[N:5][C:4]=2[CH2:3]1.[CH:34]1([NH2:38])[CH2:37][CH2:36][CH2:35]1, predict the reaction product. The product is: [CH:34]1([NH:38][C:25]([NH:24][C:21]2[CH:20]=[CH:19][C:18]([C:6]3[N:7]=[C:8]([N:11]4[CH2:16][CH2:15][O:14][CH2:13][C@@H:12]4[CH3:17])[C:9]4[CH2:10][N:2]([CH3:1])[CH2:3][C:4]=4[N:5]=3)=[CH:23][CH:22]=2)=[O:26])[CH2:37][CH2:36][CH2:35]1.